From a dataset of Forward reaction prediction with 1.9M reactions from USPTO patents (1976-2016). Predict the product of the given reaction. (1) Given the reactants Br[C:2]1[CH:3]=[C:4]([N:8]2[C:12]3=[N:13][CH:14]=[C:15]([CH:17]4[CH2:19][CH2:18]4)[CH:16]=[C:11]3[C:10]([C:20]([NH2:22])=[O:21])=[N:9]2)[CH:5]=[CH:6][CH:7]=1.[C:23]([C@:25]1([OH:32])[CH2:29][CH2:28][N:27]([CH3:30])[C:26]1=[O:31])#[CH:24], predict the reaction product. The product is: [CH:17]1([C:15]2[CH:16]=[C:11]3[C:10]([C:20]([NH2:22])=[O:21])=[N:9][N:8]([C:4]4[CH:5]=[CH:6][CH:7]=[C:2]([C:24]#[C:23][C@:25]5([OH:32])[CH2:29][CH2:28][N:27]([CH3:30])[C:26]5=[O:31])[CH:3]=4)[C:12]3=[N:13][CH:14]=2)[CH2:19][CH2:18]1. (2) Given the reactants [CH2:1]([O:4][C:5]1([CH3:48])[CH2:10][CH2:9][N:8]([C:11]2[N:16]3[N:17]=[C:18]([CH2:20][N:21]4[CH:25]=[C:24]([C:26]5[CH:31]=[CH:30][CH:29]=[C:28]([O:32][CH2:33]C=C)[CH:27]=5)[N:23]=[N:22]4)[CH:19]=[C:15]3[N:14]=[C:13]([CH3:36])[C:12]=2[C@H:37]([O:43][C:44]([CH3:47])([CH3:46])[CH3:45])[C:38]([O:40]CC)=[O:39])[CH2:7][CH2:6]1)[CH:2]=[CH2:3].[OH-].[Na+], predict the reaction product. The product is: [C:44]([O:43][C@@H:37]([C:12]1[C:13]([CH3:36])=[N:14][C:15]2=[CH:19][C:18]3=[N:17][N:16]2[C:11]=1[N:8]1[CH2:9][CH2:10][C:5]([CH3:48])([O:4][CH2:1][CH2:2][CH2:3][CH2:33][O:32][C:28]2[CH:27]=[C:26]([C:24]4[N:23]=[N:22][N:21]([CH:25]=4)[CH2:20]3)[CH:31]=[CH:30][CH:29]=2)[CH2:6][CH2:7]1)[C:38]([OH:40])=[O:39])([CH3:45])([CH3:46])[CH3:47]. (3) Given the reactants [C:1]([NH:4][NH2:5])(N)=[NH:2].Cl.[CH2:7]([N:9]=[C:10]=[S:11])[CH3:8].O.C([O-])([O-])=O.[K+].[K+], predict the reaction product. The product is: [NH2:2][C:1]1[N:9]([CH2:7][CH3:8])[C:10]([SH:11])=[N:5][N:4]=1. (4) Given the reactants [F:1][C:2]1[CH:7]=[C:6]([I:8])[CH:5]=[CH:4][C:3]=1[N:9]1[C:21]2[C:12](=[CH:13][C:14]3[C:15]([CH3:23])=[N:16][CH:17]=[N:18][C:19]=3[C:20]=2[F:22])[NH:11][C:10]1=[O:24].[Li+].C[Si]([N-][Si](C)(C)C)(C)C.[CH:35]1([S:38](Cl)(=[O:40])=[O:39])[CH2:37][CH2:36]1, predict the reaction product. The product is: [F:1][C:2]1[CH:7]=[C:6]([I:8])[CH:5]=[CH:4][C:3]=1[N:9]1[C:21]2[C:12](=[CH:13][C:14]3[C:15]([CH3:23])=[N:16][CH:17]=[N:18][C:19]=3[C:20]=2[F:22])[N:11]([S:38]([CH:35]2[CH2:37][CH2:36]2)(=[O:40])=[O:39])[C:10]1=[O:24]. (5) Given the reactants [F:1][C:2]1[CH:9]=[CH:8][C:5]([CH2:6][NH2:7])=[CH:4][CH:3]=1.[CH3:10][C@@:11]1([CH2:14][O:15][C:16]2[CH:17]=[C:18]([C:22]3[C:26]4[S:27][CH:28]=[CH:29][C:25]=4[O:24][N:23]=3)[CH:19]=[CH:20][CH:21]=2)[CH2:13][O:12]1.ClC(Cl)C, predict the reaction product. The product is: [F:1][C:2]1[CH:9]=[CH:8][C:5]([CH2:6][NH:7][CH2:10][C@:11]([CH3:13])([OH:12])[CH2:14][O:15][C:16]2[CH:21]=[CH:20][CH:19]=[C:18]([C:22]3[C:26]4[S:27][CH:28]=[CH:29][C:25]=4[O:24][N:23]=3)[CH:17]=2)=[CH:4][CH:3]=1. (6) Given the reactants [NH2:1][C:2]1[CH:7]=[CH:6][C:5]([C:8]2[N:9]([CH2:23][CH3:24])[C:10]3[C:15]([C:16]=2[C:17]#[N:18])=[CH:14][CH:13]=[C:12]([O:19][CH:20]([F:22])[F:21])[CH:11]=3)=[CH:4][CH:3]=1.Cl[C:26]([O:28][CH3:29])=[O:27].C(=O)([O-])[O-].[K+].[K+], predict the reaction product. The product is: [CH3:29][O:28][C:26](=[O:27])[NH:1][C:2]1[CH:7]=[CH:6][C:5]([C:8]2[N:9]([CH2:23][CH3:24])[C:10]3[C:15]([C:16]=2[C:17]#[N:18])=[CH:14][CH:13]=[C:12]([O:19][CH:20]([F:22])[F:21])[CH:11]=3)=[CH:4][CH:3]=1. (7) Given the reactants [F:1][C:2]1[CH:3]=[C:4]([C:9]2([O:14][CH3:15])[CH2:13][CH2:12][NH:11][CH2:10]2)[CH:5]=[CH:6][C:7]=1[F:8].C(=O)([O-])[O-].[K+].[K+].Br[CH:23]([CH3:25])[CH3:24], predict the reaction product. The product is: [F:1][C:2]1[CH:3]=[C:4]([C:9]2([O:14][CH3:15])[CH2:13][CH2:12][N:11]([CH:23]([CH3:25])[CH3:24])[CH2:10]2)[CH:5]=[CH:6][C:7]=1[F:8]. (8) The product is: [CH:27]1([CH2:24][O:28][C:29]2[CH:34]=[C:33]([C:2]3[CH:11]=[CH:10][C:9]4[N:8]=[CH:7][C:6]5[N:12]([CH3:23])[C:13](=[O:22])[N:14]([C:15]6[C:16]([CH3:21])=[N:17][N:18]([CH3:20])[CH:19]=6)[C:5]=5[C:4]=4[CH:3]=3)[CH:32]=[N:31][CH:30]=2)[CH2:26][CH2:25]1. Given the reactants Br[C:2]1[CH:11]=[CH:10][C:9]2[N:8]=[CH:7][C:6]3[N:12]([CH3:23])[C:13](=[O:22])[N:14]([C:15]4[C:16]([CH3:21])=[N:17][N:18]([CH3:20])[CH:19]=4)[C:5]=3[C:4]=2[CH:3]=1.[CH:24]1([O:28][C:29]2[CH:30]=[N:31][CH:32]=[C:33](B3OC(C)(C)C(C)(C)O3)[CH:34]=2)[CH2:27][CH2:26][CH2:25]1, predict the reaction product.